Dataset: Experimentally validated miRNA-target interactions with 360,000+ pairs, plus equal number of negative samples. Task: Binary Classification. Given a miRNA mature sequence and a target amino acid sequence, predict their likelihood of interaction. (1) The miRNA is hsa-miR-5590-5p with sequence UUGCCAUACAUAGACUUUAUU. The protein sequence of the target gene is MDLSGVKKKSLLGVKENNKKSSTRAPSPTKRKDRSDEKSKDRSKDKGATKESSEKDRGRDKTRKRRSASSGSSSTRSRSSSTSSSGSSTSTGSSSGSSSSSASSRSGSSSTSRSSSSSSSSGSPSPSRRRHDNRRRSRSKSKPPKRDEKERKRRSPSPKPTKVHIGRLTRNVTKDHIMEIFSTYGKIKMIDMPVERMHPHLSKGYAYVEFENPDEAEKALKHMDGGQIDGQEITATAVLAPWPRPPPRRFSPPRRMLPPPPMWRRSPPRMRRRSRSPRRRSPVRRRSRSPGRRRHRSRSS.... Result: 0 (no interaction). (2) The protein sequence of the target gene is MNFLSTAESRTAQAAASGTTLLPQFRAPSWQTGMHSSAATELFATGPLPSTGTLPPSLSAYQHPTTFSNRNFATTSPLVLQDSTFNTTSNGILSHHDPLLQIKTSQGTVPTALAFERLGSSVLSNSIPPQSSTYRSAQESAPHLLQPQFSLLPSALGGSQQTPQAYSSTLFTSSTASIERALLRECSVIKHHQRPSGTQSIQAQLTGSQHSLHSYLSNSSVVNFQETTRQSSLSCSPIGDSTQVSNGGLQQKTSQVSVELAQSYSSAIPSSGYPPSTTKIKSCSTEQPLTSTKTPKPQSI.... Result: 1 (interaction). The miRNA is hsa-miR-6083 with sequence CUUAUAUCAGAGGCUGUGGG. (3) Result: 0 (no interaction). The miRNA is hsa-miR-320e with sequence AAAGCUGGGUUGAGAAGG. The protein sequence of the target gene is MTNMETTAQAGSSVRVWMACLLLIFPTTVIGPKVTQPEVDTPLGRVRGRQVGVKDTDRMVNVFLGIPFAQAPLGPLRFSAPLPPQPWEGVRDASINPPMCLQDVERMSNSRFTLNEKMKIFPISEDCLTLNIYSPTEITAGDKRPVMVWIHGGSLLVGSSTSHDGSALAAYGDVVVVTVQYRLGIFGFLSTGDKHMPGNRGFLDVVAALRWVQGNIAPFGGDPNCVTIFGNSAGGIIVSSLLLSPMSAGLFHRAISQSGVVISKILEDLNAWSEAQNFANSVACGSASPAELVQCLLQKE....